Dataset: Experimentally validated miRNA-target interactions with 360,000+ pairs, plus equal number of negative samples. Task: Binary Classification. Given a miRNA mature sequence and a target amino acid sequence, predict their likelihood of interaction. The miRNA is mmu-miR-466f-3p with sequence CAUACACACACACAUACACAC. The protein sequence of the target gene is MAEGGASKGEEPEKLPGLAEDEPQVLHGTGHCKWFNVRMGFGFISMISREGNPLDIPVDVFVHQSKLFMEGFRSLKEGEPVEFTFKKSPKGLESIRVTGPGGSPCLGSERRPKGKTLQKRKPKGDRCYNCGGLDHHAKECSLPPQPKKCHYCQSIMHMVANCPHKLAAQLPASSQGRQEAESQPCSSAAPREVGGGHGCTVLFPQEVKSEMAEHSDRSPQEVSSTKAFAAIGEQNKKGPLIQKRKKT. Result: 1 (interaction).